From a dataset of Forward reaction prediction with 1.9M reactions from USPTO patents (1976-2016). Predict the product of the given reaction. Given the reactants C([CH:3]([N:7]1[C:11]([C:13]2[CH:18]=[C:17]([F:19])[CH:16]=[C:15]([F:20])[CH:14]=2)([CH3:12])[C:10](=[O:21])[N:9](CC2C=CC(OC)=CC=2)[C:8]1=[O:31])[C:4]([O-:6])=[O:5])C.[N+]([O-])([O-])=O.[Ce+4].[NH4+].[N+]([O-])([O-])=O.[N+]([O-])([O-])=O.[N+]([O-])([O-])=O.[N+]([O-])([O-])=O.[CH3:54][C:55]#N, predict the reaction product. The product is: [CH2:54]([O:6][C:4](=[O:5])[CH2:3][N:7]1[C:11]([C:13]2[CH:18]=[C:17]([F:19])[CH:16]=[C:15]([F:20])[CH:14]=2)([CH3:12])[C:10](=[O:21])[NH:9][C:8]1=[O:31])[CH3:55].